This data is from Full USPTO retrosynthesis dataset with 1.9M reactions from patents (1976-2016). The task is: Predict the reactants needed to synthesize the given product. (1) Given the product [NH2:1][C:2]1[C:11]([C:23]#[C:22][C:20]([OH:24])([CH3:21])[CH3:19])=[N:10][CH:9]=[CH:8][C:3]=1[C:4]([O:6][CH3:7])=[O:5], predict the reactants needed to synthesize it. The reactants are: [NH2:1][C:2]1[C:11](Cl)=[N:10][CH:9]=[CH:8][C:3]=1[C:4]([O:6][CH3:7])=[O:5].C([O-])([O-])=O.[K+].[K+].[CH3:19][C:20]([OH:24])([C:22]#[CH:23])[CH3:21].N#N. (2) Given the product [F:29][C:19]([F:18])([F:28])[C:20]1[N:21]=[CH:22][C:23]([CH2:26][CH2:27][N:7]2[C:8]3[CH:9]=[CH:10][C:11]([CH3:15])=[CH:12][C:13]=3[C:14]3[C:2]([CH3:17])([CH3:1])[N:3]([CH3:16])[CH2:4][CH2:5][C:6]2=3)=[CH:24][CH:25]=1, predict the reactants needed to synthesize it. The reactants are: [CH3:1][C:2]1([CH3:17])[C:14]2[C:13]3[CH:12]=[C:11]([CH3:15])[CH:10]=[CH:9][C:8]=3[NH:7][C:6]=2[CH2:5][CH2:4][N:3]1[CH3:16].[F:18][C:19]([F:29])([F:28])[C:20]1[CH:25]=[CH:24][C:23]([CH:26]=[CH2:27])=[CH:22][N:21]=1.[OH-].[K+]. (3) Given the product [CH3:22][C:7]1[N:6]=[C:5]([C:8]#[C:9][C:19]2[CH:18]=[N:17][CH:16]=[C:15]([Br:14])[CH:20]=2)[CH:4]=[CH:3][CH:2]=1, predict the reactants needed to synthesize it. The reactants are: C[C:2]1[CH:3]=[CH:4][C:5]([C:8]#[C:9][Si](C)(C)C)=[N:6][CH:7]=1.[Br:14][C:15]1[CH:16]=[N:17][CH:18]=[C:19](Br)[CH:20]=1.[CH3:22]CN(CC)CC.[N+](CCCC)(CCCC)(CCCC)CCCC.[F-]. (4) Given the product [ClH:24].[CH:1]1([CH2:4][O:5][C:6]2[CH:7]=[CH:8][C:9]3[CH2:10][NH:11][CH2:12][CH2:13][O:14][C:15]=3[N:16]=2)[CH2:2][CH2:3]1, predict the reactants needed to synthesize it. The reactants are: [CH:1]1([CH2:4][O:5][C:6]2[CH:7]=[CH:8][C:9]3[CH2:10][N:11](C(OC(C)(C)C)=O)[CH2:12][CH2:13][O:14][C:15]=3[N:16]=2)[CH2:3][CH2:2]1.[ClH:24].C(OCC)(=O)C. (5) Given the product [CH3:1][O:2][C:3]([C:5]1[N:6]=[C:7]2[C:12]([C:13]([F:14])([F:15])[F:16])=[CH:11][C:10]([C:9]3[CH:39]=[CH:38][CH:31]=[CH:32][CH:33]=3)=[N:17][N:8]2[C:20]=1[Cl:21])=[O:4], predict the reactants needed to synthesize it. The reactants are: [CH3:1][O:2][C:3]([C:5]1[N:6]=[C:7]2[C:12]([C:13]([F:16])([F:15])[F:14])=[CH:11][C:10]([N+:17]([O-])=O)=[CH:9][N:8]2[C:20]=1[Cl:21])=[O:4].COC(C1N=C2[C:33](C(F)(F)F)=[CH:32][C:31]([C:38]3C=CC=C[CH:39]=3)=NN2C=1)=O.ClN1C(=O)CCC1=O. (6) Given the product [C:25]([OH:32])(=[O:31])/[CH:26]=[CH:27]/[C:28]([OH:30])=[O:29].[NH:1]1[C:9]2[C:4](=[CH:5][C:6]([C:10]3[N:15]=[N:14][C:13]([O:16][C@H:17]4[CH:22]5[CH2:21][CH2:20][N:19]([CH2:24][CH2:23]5)[CH2:18]4)=[CH:12][CH:11]=3)=[CH:7][CH:8]=2)[CH:3]=[CH:2]1, predict the reactants needed to synthesize it. The reactants are: [NH:1]1[C:9]2[C:4](=[CH:5][C:6]([C:10]3[N:15]=[N:14][C:13]([O:16][C@H:17]4[CH:22]5[CH2:23][CH2:24][N:19]([CH2:20][CH2:21]5)[CH2:18]4)=[CH:12][CH:11]=3)=[CH:7][CH:8]=2)[CH:3]=[CH:2]1.[C:25]([OH:32])(=[O:31])/[CH:26]=[CH:27]/[C:28]([OH:30])=[O:29].